From a dataset of Peptide-MHC class I binding affinity with 185,985 pairs from IEDB/IMGT. Regression. Given a peptide amino acid sequence and an MHC pseudo amino acid sequence, predict their binding affinity value. This is MHC class I binding data. (1) The peptide sequence is NRINVELSL. The MHC is Mamu-A07 with pseudo-sequence Mamu-A07. The binding affinity (normalized) is 0.693. (2) The peptide sequence is DAGANVLNGL. The MHC is H-2-Db with pseudo-sequence H-2-Db. The binding affinity (normalized) is 0. (3) The peptide sequence is DTVNRTHQY. The MHC is HLA-A02:11 with pseudo-sequence HLA-A02:11. The binding affinity (normalized) is 0.0847. (4) The peptide sequence is YSKFWYLEH. The MHC is HLA-A03:01 with pseudo-sequence HLA-A03:01. The binding affinity (normalized) is 0. (5) The peptide sequence is KVRGRLLAL. The MHC is HLA-A01:01 with pseudo-sequence HLA-A01:01. The binding affinity (normalized) is 0.176. (6) The peptide sequence is FEEALNVALA. The MHC is HLA-B40:01 with pseudo-sequence HLA-B40:01. The binding affinity (normalized) is 0.203. (7) The binding affinity (normalized) is 0.452. The MHC is HLA-A02:01 with pseudo-sequence HLA-A02:01. The peptide sequence is KSLFNTVATL. (8) The peptide sequence is HTAWDSHWV. The MHC is HLA-B08:02 with pseudo-sequence HLA-B08:02. The binding affinity (normalized) is 0.0847. (9) The peptide sequence is HTASGEHSL. The MHC is HLA-A29:02 with pseudo-sequence HLA-A29:02. The binding affinity (normalized) is 0.